From a dataset of Full USPTO retrosynthesis dataset with 1.9M reactions from patents (1976-2016). Predict the reactants needed to synthesize the given product. (1) Given the product [ClH:29].[ClH:29].[ClH:29].[CH3:1][O:2][C:3]1[C:16]2[C:15]3[NH:14][CH2:13][CH2:12][CH2:11][C:10]=3[C:9](=[O:17])[NH:8][C:7]=2[CH:6]=[C:5]([CH2:21][NH:22][N:23]2[CH2:24][CH2:25][O:26][CH2:27][CH2:28]2)[CH:4]=1, predict the reactants needed to synthesize it. The reactants are: [CH3:1][O:2][C:3]1[C:16]2[C:15]3[NH:14][CH2:13][CH2:12][CH2:11][C:10]=3[C:9](=[O:17])[N:8](COC)[C:7]=2[CH:6]=[C:5]([CH2:21][NH:22][N:23]2[CH2:28][CH2:27][O:26][CH2:25][CH2:24]2)[CH:4]=1.[ClH:29]. (2) Given the product [F:38][C:39]([F:44])([F:43])[C:40]([OH:42])=[O:41].[NH2:28][CH2:27][CH2:26][CH2:25][C:24]([NH:23][C:21]([C:20]1[C:14]2[C:15](=[N:16][CH:17]=[C:12]([C:6]3[C:5]4[C:9](=[CH:10][C:2]([F:1])=[CH:3][CH:4]=4)[N:8]([CH3:11])[N:7]=3)[N:13]=2)[NH:18][CH:19]=1)=[O:22])([CH3:36])[CH3:37], predict the reactants needed to synthesize it. The reactants are: [F:1][C:2]1[CH:10]=[C:9]2[C:5]([C:6]([C:12]3[N:13]=[C:14]4[C:20]([C:21]([NH:23][C:24]([CH3:37])([CH3:36])[CH2:25][CH2:26][CH2:27][NH:28]C(=O)OC(C)(C)C)=[O:22])=[CH:19][NH:18][C:15]4=[N:16][CH:17]=3)=[N:7][N:8]2[CH3:11])=[CH:4][CH:3]=1.[F:38][C:39]([F:44])([F:43])[C:40]([OH:42])=[O:41]. (3) Given the product [C:16]([NH:2][C@@H:3]([CH2:10][Cl:1])[C:4]([O:6][CH2:7][CH2:8][CH3:9])=[O:5])(=[O:18])[CH3:17], predict the reactants needed to synthesize it. The reactants are: [ClH:1].[NH2:2][C@@H:3]([CH2:10]O)[C:4]([O:6][CH2:7][CH2:8][CH3:9])=[O:5].S(Cl)(Cl)=O.[C:16](Cl)(=[O:18])[CH3:17]. (4) Given the product [CH:1]#[C:2][CH2:3][NH:4][C@H:5]1[C:9]2[CH:10]=[CH:11][CH:12]=[CH:13][C:8]=2[CH2:7][CH2:6]1.[S:20]([C:14]1[CH:19]=[CH:18][CH:17]=[CH:16][CH:15]=1)([O-:23])(=[O:22])=[O:21], predict the reactants needed to synthesize it. The reactants are: [CH:1]#[C:2][CH2:3][NH:4][C@H:5]1[C:9]2[CH:10]=[CH:11][CH:12]=[CH:13][C:8]=2[CH2:7][CH2:6]1.[C:14]1([S:20]([OH:23])(=[O:22])=[O:21])[CH:19]=[CH:18][CH:17]=[CH:16][CH:15]=1. (5) Given the product [OH:14][CH2:13][CH2:15][NH:16][C:24](=[O:26])[O:12][CH2:11][C:8]1[CH:9]=[CH:10][C:5]([O:4][C:1](=[O:3])[CH3:2])=[CH:6][CH:7]=1, predict the reactants needed to synthesize it. The reactants are: [C:1]([O:4][C:5]1[CH:10]=[CH:9][C:8]([CH2:11][OH:12])=[CH:7][CH:6]=1)(=[O:3])[CH3:2].[CH2:13]([CH2:15][NH2:16])[OH:14].C(N(CC)CC)C.[C:24](OCC)(=[O:26])C. (6) Given the product [Cl:1][C:2]1[CH:18]=[CH:17][C:5]([CH2:6][N:7]2[C:11]([C@H:12]3[CH2:16][CH2:15][CH2:14][N:13]3[C:28]([Cl:30])=[O:29])=[N:10][CH:9]=[N:8]2)=[CH:4][CH:3]=1, predict the reactants needed to synthesize it. The reactants are: [Cl:1][C:2]1[CH:18]=[CH:17][C:5]([CH2:6][N:7]2[C:11]([C@H:12]3[CH2:16][CH2:15][CH2:14][NH:13]3)=[N:10][CH:9]=[N:8]2)=[CH:4][CH:3]=1.CCN(C(C)C)C(C)C.[C:28](Cl)([Cl:30])=[O:29]. (7) Given the product [CH3:1][C:2]1[CH:12]=[CH:11][CH:10]=[C:4]2[C:5]([NH:13][C:8](=[O:7])[C:3]=12)=[O:6], predict the reactants needed to synthesize it. The reactants are: [CH3:1][C:2]1[CH:12]=[CH:11][CH:10]=[C:4]2[C:5]([O:7][C:8](=O)[C:3]=12)=[O:6].[NH3:13]. (8) Given the product [NH2:1][C:4]1[CH:9]=[CH:8][CH:7]=[CH:6][C:5]=1[C:10]1[CH:15]=[CH:14][CH:13]=[C:12]([C:16]([O:18][CH2:19][CH3:20])=[O:17])[CH:11]=1, predict the reactants needed to synthesize it. The reactants are: [N+:1]([C:4]1[CH:9]=[CH:8][CH:7]=[CH:6][C:5]=1[C:10]1[CH:15]=[CH:14][CH:13]=[C:12]([C:16]([O:18][CH2:19][CH3:20])=[O:17])[CH:11]=1)([O-])=O.[Cl-].[NH4+]. (9) Given the product [CH:27]1([C:31]([NH:1][C:2]2[N:7]=[C:6]([C:8]([NH:10][CH:11]([C:13]3[CH:14]=[N:15][C:16]([O:20][CH2:21][C:22]([F:24])([F:23])[F:25])=[C:17]([F:19])[CH:18]=3)[CH3:12])=[O:9])[CH:5]=[C:4]([CH3:26])[N:3]=2)=[O:32])[CH2:30][CH2:29][CH2:28]1, predict the reactants needed to synthesize it. The reactants are: [NH2:1][C:2]1[N:7]=[C:6]([C:8]([NH:10][CH:11]([C:13]2[CH:14]=[N:15][C:16]([O:20][CH2:21][C:22]([F:25])([F:24])[F:23])=[C:17]([F:19])[CH:18]=2)[CH3:12])=[O:9])[CH:5]=[C:4]([CH3:26])[N:3]=1.[CH:27]1([C:31](Cl)=[O:32])[CH2:30][CH2:29][CH2:28]1. (10) Given the product [CH3:19][NH:1][C:2]1[C:17]([Cl:18])=[CH:16][C:5]2[N:6]=[C:7]([N:9]3[CH2:10][CH2:11][N:12]([CH3:15])[CH2:13][CH2:14]3)[O:8][C:4]=2[CH:3]=1, predict the reactants needed to synthesize it. The reactants are: [NH2:1][C:2]1[C:17]([Cl:18])=[CH:16][C:5]2[N:6]=[C:7]([N:9]3[CH2:14][CH2:13][N:12]([CH3:15])[CH2:11][CH2:10]3)[O:8][C:4]=2[CH:3]=1.[CH2:19]=O.